Dataset: Catalyst prediction with 721,799 reactions and 888 catalyst types from USPTO. Task: Predict which catalyst facilitates the given reaction. (1) Reactant: [F:1][C:2]1[S:6][C:5]([C:7]23[CH2:15][N:14]([C:16]4[N:21]=[CH:20][CH:19]=[CH:18][N:17]=4)[CH2:13][CH:12]2[CH2:11][S:10][C:9]([NH:22]C(=O)C2C=CC=CC=2)=[N:8]3)=[CH:4][CH:3]=1.N1C=CC=CC=1.Cl.CON. Product: [F:1][C:2]1[S:6][C:5]([C:7]23[CH2:15][N:14]([C:16]4[N:17]=[CH:18][CH:19]=[CH:20][N:21]=4)[CH2:13][CH:12]2[CH2:11][S:10][C:9]([NH2:22])=[N:8]3)=[CH:4][CH:3]=1. The catalyst class is: 162. (2) Reactant: [NH2:1][C:2]1[N:7]=[CH:6][C:5]([CH:8]2[CH2:13][CH2:12][N:11]([C:14]([O:16][C:17]([CH3:20])([CH3:19])[CH3:18])=[O:15])[CH2:10][CH2:9]2)=[CH:4][CH:3]=1.Br[C:22]1[C:23](=[O:30])[N:24]([CH3:29])[CH:25]=[C:26]([Br:28])[CH:27]=1.C(=O)([O-])[O-].[Cs+].[Cs+].CC1(C)C2C(=C(P(C3C=CC=CC=3)C3C=CC=CC=3)C=CC=2)OC2C(P(C3C=CC=CC=3)C3C=CC=CC=3)=CC=CC1=2. Product: [Br:28][C:26]1[CH:27]=[C:22]([NH:1][C:2]2[N:7]=[CH:6][C:5]([C:8]3[CH2:13][CH2:12][N:11]([C:14]([O:16][C:17]([CH3:20])([CH3:19])[CH3:18])=[O:15])[CH2:10][CH:9]=3)=[CH:4][CH:3]=2)[C:23](=[O:30])[N:24]([CH3:29])[CH:25]=1. The catalyst class is: 102. (3) Reactant: [CH2:1]([C:3]1[N:7]([C:8]2[N:16]=[C:15]3[C:11]([N:12]=[C:13]([CH:18]4[CH2:21][N:20](C(OC(C)(C)C)=O)[CH2:19]4)[N:14]3[CH3:17])=[C:10]([N:29]3[CH2:34][CH2:33][O:32][CH2:31][CH2:30]3)[N:9]=2)[C:6]2[CH:35]=[CH:36][CH:37]=[CH:38][C:5]=2[N:4]=1)[CH3:2].C(O)(C(F)(F)F)=O. Product: [NH:20]1[CH2:19][CH:18]([C:13]2[N:14]([CH3:17])[C:15]3[C:11]([N:12]=2)=[C:10]([N:29]2[CH2:30][CH2:31][O:32][CH2:33][CH2:34]2)[N:9]=[C:8]([N:7]2[C:6]4[CH:35]=[CH:36][CH:37]=[CH:38][C:5]=4[N:4]=[C:3]2[CH2:1][CH3:2])[N:16]=3)[CH2:21]1. The catalyst class is: 2.